Dataset: Forward reaction prediction with 1.9M reactions from USPTO patents (1976-2016). Task: Predict the product of the given reaction. (1) Given the reactants [CH3:1][C:2]1[O:6][N:5]=[C:4]([C:7]2[CH:12]=[CH:11][CH:10]=[CH:9][CH:8]=2)[C:3]=1[CH2:13][OH:14].[H-].[Na+].[CH2:17]([O:19][C:20]([C:22]1[N:26]2[N:27]=[C:28](Cl)[CH:29]=[CH:30][C:25]2=[N:24][N:23]=1)=[O:21])[CH3:18], predict the reaction product. The product is: [CH2:17]([O:19][C:20]([C:22]1[N:26]2[N:27]=[C:28]([O:14][CH2:13][C:3]3[C:4]([C:7]4[CH:12]=[CH:11][CH:10]=[CH:9][CH:8]=4)=[N:5][O:6][C:2]=3[CH3:1])[CH:29]=[CH:30][C:25]2=[N:24][N:23]=1)=[O:21])[CH3:18]. (2) Given the reactants C1(P(C2CCCCC2)C2C=CC=CC=2C2C(C(C)C)=CC(C(C)C)=CC=2C(C)C)CCCCC1.N#N.Cl[C:38]1[N:46]=[C:45]2[C:41]([N:42]([CH2:47][C:48]3[S:49][C:50]([C:53]([F:56])([F:55])[F:54])=[CH:51][CH:52]=3)[CH:43]=[N:44]2)=[C:40]([NH:57][C@@H:58]([CH:60]2[CH2:63][CH2:62][CH2:61]2)[CH3:59])[N:39]=1.[CH3:64][N:65](C)C(=O)C, predict the reaction product. The product is: [CH:60]1([C@H:58]([NH:57][C:40]2[N:39]=[C:38]([C:64]#[N:65])[N:46]=[C:45]3[C:41]=2[N:42]([CH2:47][C:48]2[S:49][C:50]([C:53]([F:54])([F:56])[F:55])=[CH:51][CH:52]=2)[CH:43]=[N:44]3)[CH3:59])[CH2:63][CH2:62][CH2:61]1. (3) Given the reactants P(Cl)(Cl)(Cl)=O.[CH2:6]([O:13][C:14]1[CH:19]=[CH:18][C:17]([N:20]2[C:28]3[C:23](=[CH:24][CH:25]=[CH:26][CH:27]=3)[CH:22]=[C:21]2[CH3:29])=[CH:16][CH:15]=1)[C:7]1[CH:12]=[CH:11][CH:10]=[CH:9][CH:8]=1.[OH-].[Na+].CN(C)[CH:34]=[O:35], predict the reaction product. The product is: [CH2:6]([O:13][C:14]1[CH:19]=[CH:18][C:17]([N:20]2[C:28]3[C:23](=[CH:24][CH:25]=[CH:26][CH:27]=3)[C:22]([CH:34]=[O:35])=[C:21]2[CH3:29])=[CH:16][CH:15]=1)[C:7]1[CH:8]=[CH:9][CH:10]=[CH:11][CH:12]=1. (4) The product is: [CH:32]12[N:31]([C:2]3[N:7]=[C:6]([C:8]4[CH:13]=[CH:12][C:11]([N+:14]([O-:16])=[O:15])=[CH:10][CH:9]=4)[N:5]=[C:4]([NH:17][CH2:18][CH2:19][S:20]([CH3:23])(=[O:22])=[O:21])[CH:3]=3)[CH:36]([CH2:37][CH2:38]1)[CH2:35][O:34][CH2:33]2. Given the reactants Cl[C:2]1[N:7]=[C:6]([C:8]2[CH:13]=[CH:12][C:11]([N+:14]([O-:16])=[O:15])=[CH:10][CH:9]=2)[N:5]=[C:4]([NH:17][CH2:18][CH2:19][S:20]([CH3:23])(=[O:22])=[O:21])[CH:3]=1.ClC1N=C([N:31]2[CH:36]3[CH2:37][CH2:38][CH:32]2[CH2:33][O:34][CH2:35]3)C(Cl)=C([N:31]2[CH:36]3[CH2:37][CH2:38][CH:32]2[CH2:33][O:34][CH2:35]3)N=1.Cl.C12NC(CC1)COC2.C(=O)([O-])[O-].[K+].[K+].CCN(C(C)C)C(C)C, predict the reaction product. (5) Given the reactants [NH2:1][CH2:2][CH2:3][NH:4][CH2:5][CH2:6][NH2:7].C(N)CN.[N+:12]([O-:15])([OH:14])=[O:13], predict the reaction product. The product is: [N+:12]([O-:15])([OH:14])=[O:13].[N+:12]([O-:15])([OH:14])=[O:13].[CH2:3]([NH2:4])[CH2:2][NH2:1].[N+:12]([O-:15])([OH:14])=[O:13].[N+:12]([O-:15])([OH:14])=[O:13].[N+:12]([O-:15])([OH:14])=[O:13].[NH2:1][CH2:2][CH2:3][NH:4][CH2:5][CH2:6][NH2:7]. (6) Given the reactants [Cr](Cl)([O-])(=O)=O.[NH+]1C=CC=CC=1.[Si:12]([O:29][C@@H:30]1[CH2:47][CH2:46][C@@:45]2([CH3:48])[C@@H:32]([CH2:33][CH2:34][C@@H:35]3[C@@H:44]2[CH2:43][CH2:42][C@@:40]2([CH3:41])[C@H:36]3[CH2:37][CH2:38][C@@H:39]2[C:49]#[C:50][CH:51]([OH:53])[CH3:52])[CH2:31]1)([C:25]([CH3:28])([CH3:27])[CH3:26])([C:19]1[CH:24]=[CH:23][CH:22]=[CH:21][CH:20]=1)[C:13]1[CH:18]=[CH:17][CH:16]=[CH:15][CH:14]=1.[O-][Si]([O-])=O.[Mg+2], predict the reaction product. The product is: [Si:12]([O:29][C@@H:30]1[CH2:47][CH2:46][C@@:45]2([CH3:48])[C@@H:32]([CH2:33][CH2:34][C@@H:35]3[C@@H:44]2[CH2:43][CH2:42][C@@:40]2([CH3:41])[C@H:36]3[CH2:37][CH2:38][C@@H:39]2[C:49]#[C:50][C:51](=[O:53])[CH3:52])[CH2:31]1)([C:25]([CH3:28])([CH3:27])[CH3:26])([C:19]1[CH:20]=[CH:21][CH:22]=[CH:23][CH:24]=1)[C:13]1[CH:14]=[CH:15][CH:16]=[CH:17][CH:18]=1. (7) Given the reactants [CH3:1][C:2]1[CH:11]=[CH:10][CH:9]=[C:8]2[C:3]=1[C:4](=[O:40])[N:5]([C:32]1[CH:33]=[C:34]([CH:37]=[CH:38][CH:39]=1)[C:35]#[N:36])[C:6]([CH:12]([NH:14][C:15]1[N:23]=[CH:22][N:21]=[C:20]3[C:16]=1[N:17]=[CH:18][N:19]3COCC[Si](C)(C)C)[CH3:13])=[N:7]2.OC1C=C(N2C(=O)C3C(=CC=CC=3C)N=C2C(NC2N=CN=C3C=2N=CN3)C)C=CC=1, predict the reaction product. The product is: [CH3:1][C:2]1[CH:11]=[CH:10][CH:9]=[C:8]2[C:3]=1[C:4](=[O:40])[N:5]([C:32]1[CH:33]=[C:34]([CH:37]=[CH:38][CH:39]=1)[C:35]#[N:36])[C:6]([CH:12]([NH:14][C:15]1[N:23]=[CH:22][N:21]=[C:20]3[C:16]=1[N:17]=[CH:18][NH:19]3)[CH3:13])=[N:7]2. (8) Given the reactants [NH:1]1[CH2:6][CH2:5][CH2:4][C@@H:3]2[C:7]3[CH:8]=[CH:9][C:10]([NH2:14])=[CH:11][C:12]=3[CH2:13][C@H:2]12.[C:15](O[C:15]([O:17][C:18]([CH3:21])([CH3:20])[CH3:19])=[O:16])([O:17][C:18]([CH3:21])([CH3:20])[CH3:19])=[O:16], predict the reaction product. The product is: [C:18]([O:17][C:15]([N:1]1[CH2:6][CH2:5][CH2:4][C@@H:3]2[C:7]3[CH:8]=[CH:9][C:10]([NH2:14])=[CH:11][C:12]=3[CH2:13][C@H:2]12)=[O:16])([CH3:21])([CH3:20])[CH3:19]. (9) Given the reactants [Br:1][C:2]1[CH:7]=[CH:6][C:5]([CH2:8][CH2:9][C:10](N(OC)C)=[O:11])=[CH:4][CH:3]=1.[CH:16]1([Mg]Br)[CH2:21][CH2:20][CH2:19][CH2:18][CH2:17]1, predict the reaction product. The product is: [Br:1][C:2]1[CH:7]=[CH:6][C:5]([CH2:8][CH2:9][C:10]([CH:16]2[CH2:21][CH2:20][CH2:19][CH2:18][CH2:17]2)=[O:11])=[CH:4][CH:3]=1.